Dataset: Reaction yield outcomes from USPTO patents with 853,638 reactions. Task: Predict the reaction yield, written as a fraction of the theoretical maximum amount of product (1.0 means a 100% yield; for example, 0.34 means a 34% yield). (1) The reactants are C(O)(=O)C.[CH3:5][O:6][C:7](=[O:29])[C@H:8]([NH:18][C:19]([O:21][CH2:22][C:23]1[CH:28]=[CH:27][CH:26]=[CH:25][CH:24]=1)=[O:20])[CH2:9][C:10]1[CH:15]=[CH:14][C:13]([NH2:16])=[C:12]([NH2:17])[CH:11]=1.[N:30]([O-])=O.[Na+].[OH-].[NH4+]. The catalyst is C(O)(=O)C.O. The product is [CH3:5][O:6][C:7](=[O:29])[C@H:8]([NH:18][C:19]([O:21][CH2:22][C:23]1[CH:28]=[CH:27][CH:26]=[CH:25][CH:24]=1)=[O:20])[CH2:9][C:10]1[CH:15]=[CH:14][C:13]2[NH:16][N:30]=[N:17][C:12]=2[CH:11]=1. The yield is 0.940. (2) The reactants are C[N:2]([CH2:10][C:11]1[CH:15]=[C:14]([C:16]2[CH:21]=[CH:20][CH:19]=[CH:18][CH:17]=2)[NH:13][CH:12]=1)[C:3](=O)OC(C)(C)C.[H-].[Na+].[CH2:24]([S:28](Cl)(=[O:30])=[O:29])[CH2:25][CH2:26][CH3:27]. No catalyst specified. The product is [CH2:24]([S:28]([N:13]1[C:14]([C:16]2[CH:17]=[CH:18][CH:19]=[CH:20][CH:21]=2)=[CH:15][C:11]([CH2:10][NH:2][CH3:3])=[CH:12]1)(=[O:30])=[O:29])[CH2:25][CH2:26][CH3:27]. The yield is 0.210. (3) The reactants are [NH2:1][CH2:2][CH2:3][S:4][S:5][CH2:6][CH2:7][NH:8][C:9](=[O:15])[O:10][C:11]([CH3:14])([CH3:13])[CH3:12].[C:16](O)(=[O:36])[CH2:17][CH2:18][CH2:19][CH:20]=[CH:21][CH2:22][CH:23]=[CH:24][CH2:25][CH:26]=[CH:27][CH2:28][CH:29]=[CH:30][CH2:31][CH:32]=[CH:33][CH2:34][CH3:35].CN(C(ON1N=NC2C=CC=NC1=2)=[N+](C)C)C.F[P-](F)(F)(F)(F)F.CCN(C(C)C)C(C)C. The catalyst is CC#N.CCOC(C)=O. The product is [C:16]([NH:1][CH2:2][CH2:3][S:4][S:5][CH2:6][CH2:7][NH:8][C:9](=[O:15])[O:10][C:11]([CH3:12])([CH3:14])[CH3:13])(=[O:36])[CH2:17][CH2:18][CH2:19]/[CH:20]=[CH:21]\[CH2:22]/[CH:23]=[CH:24]\[CH2:25]/[CH:26]=[CH:27]\[CH2:28]/[CH:29]=[CH:30]\[CH2:31]/[CH:32]=[CH:33]\[CH2:34][CH3:35]. The yield is 0.430.